Dataset: Reaction yield outcomes from USPTO patents with 853,638 reactions. Task: Predict the reaction yield, written as a fraction of the theoretical maximum amount of product (1.0 means a 100% yield; for example, 0.34 means a 34% yield). (1) The reactants are B(C1CCCCC1)C1CCCCC1.[CH3:14][C:15]([CH3:19])([CH3:18])[C:16]#[CH:17].[Zn](CC)CC.[Br:25][C:26]1[CH:33]=[CH:32][CH:31]=[CH:30][C:27]=1[CH:28]=[O:29]. No catalyst specified. The product is [Br:25][C:26]1[CH:33]=[CH:32][CH:31]=[CH:30][C:27]=1[C@@H:28]([OH:29])[CH:17]=[CH:16][C:15]([CH3:19])([CH3:18])[CH3:14]. The yield is 0.760. (2) The reactants are [CH2:1]([O:5][CH:6]1[C:15]2[C:10](=[CH:11][CH:12]=[CH:13][CH:14]=2)[C:9](=[O:16])[N:8]([CH2:17][CH:18]([CH3:20])[CH3:19])[C:7]1(/[CH:30]=[CH:31]/[C:32](O)=[O:33])[CH2:21][NH:22][C:23]([O:25][C:26]([CH3:29])([CH3:28])[CH3:27])=[O:24])[CH2:2][CH2:3][CH3:4].Cl.C([N:38]=C=NCCCN(C)C)C.[NH4+].ON1C2C=CC=CC=2N=N1.O. The catalyst is CN(C)C=O. The product is [CH2:1]([O:5][CH:6]1[C:15]2[C:10](=[CH:11][CH:12]=[CH:13][CH:14]=2)[C:9](=[O:16])[N:8]([CH2:17][CH:18]([CH3:19])[CH3:20])[C:7]1(/[CH:30]=[CH:31]/[C:32]([NH2:38])=[O:33])[CH2:21][NH:22][C:23]([O:25][C:26]([CH3:27])([CH3:29])[CH3:28])=[O:24])[CH2:2][CH2:3][CH3:4]. The yield is 0.872. (3) The reactants are Cl.[C:2]1([C@H:8]([C:10](Cl)=[O:11])[NH2:9])[CH:7]=[CH:6][CH:5]=[CH:4][CH:3]=1.O1CCCC1.[F:18][C:19]([F:28])([F:27])[C:20]1[CH:21]=[C:22]([CH:24]=[CH:25][CH:26]=1)[NH2:23]. The catalyst is ClCCl. The product is [NH2:9][C@H:8]([C:2]1[CH:7]=[CH:6][CH:5]=[CH:4][CH:3]=1)[C:10]([NH:23][C:22]1[CH:24]=[CH:25][CH:26]=[C:20]([C:19]([F:18])([F:27])[F:28])[CH:21]=1)=[O:11]. The yield is 0.805. (4) The reactants are [OH:1][CH2:2][C:3]([C:6]1[O:10][N:9]=[C:8]([NH:11][C:12](=[O:20])[O:13][C:14]2[CH:19]=[CH:18][CH:17]=[CH:16][CH:15]=2)[CH:7]=1)([CH3:5])[CH3:4].N1C=CC=CC=1.[N+:27]([C:30]1[CH:35]=[CH:34][C:33]([S:36](Cl)(=[O:38])=[O:37])=[CH:32][CH:31]=1)([O-:29])=[O:28]. The catalyst is ClCCl. The product is [N+:27]([C:30]1[CH:31]=[CH:32][C:33]([S:36]([O:1][CH2:2][C:3]([CH3:4])([C:6]2[O:10][N:9]=[C:8]([NH:11][C:12]([O:13][C:14]3[CH:19]=[CH:18][CH:17]=[CH:16][CH:15]=3)=[O:20])[CH:7]=2)[CH3:5])(=[O:38])=[O:37])=[CH:34][CH:35]=1)([O-:29])=[O:28]. The yield is 0.600. (5) The reactants are [NH2:1][C:2]1[C:3]([OH:12])=[C:4]([CH:9]=[CH:10][CH:11]=1)[C:5]([O:7][CH3:8])=[O:6].N1C=CC=CC=1.[N:19]1[CH:24]=[CH:23][CH:22]=[C:21]([C:25]2[CH:26]=[C:27]([CH:31]=[CH:32][CH:33]=2)[C:28](Cl)=[O:29])[CH:20]=1. The yield is 0.850. The product is [OH:12][C:3]1[C:2]([NH:1][C:28](=[O:29])[C:27]2[CH:31]=[CH:32][CH:33]=[C:25]([C:21]3[CH:20]=[N:19][CH:24]=[CH:23][CH:22]=3)[CH:26]=2)=[CH:11][CH:10]=[CH:9][C:4]=1[C:5]([O:7][CH3:8])=[O:6]. The catalyst is C1(C)C=CC=CC=1. (6) The reactants are [CH:1]([C:3]1[CH:12]=[CH:11][C:6]([C:7]([O:9][CH3:10])=[O:8])=[CH:5][CH:4]=1)=O.[CH3:13][O:14][C:15]1[C:16]([C:29](=[O:31])[CH3:30])=[CH:17][C:18]2[C:19]([CH3:28])([CH3:27])[CH2:20][CH2:21][C:22]([CH3:26])([CH3:25])[C:23]=2[CH:24]=1.[CH2:32](O)C.Cl.CN(C)CCCN=C=NCC. The catalyst is [OH-].[Na+].CO.ClCCl.O. The product is [CH3:13][O:14][C:15]1[C:16]([C:29](=[O:31])[CH:30]=[CH:1][C:3]2[CH:12]=[CH:11][C:6]([C:7]([O:9][CH2:10][CH3:32])=[O:8])=[CH:5][CH:4]=2)=[CH:17][C:18]2[C:19]([CH3:28])([CH3:27])[CH2:20][CH2:21][C:22]([CH3:26])([CH3:25])[C:23]=2[CH:24]=1. The yield is 0.320.